This data is from Retrosynthesis with 50K atom-mapped reactions and 10 reaction types from USPTO. The task is: Predict the reactants needed to synthesize the given product. (1) Given the product CC(O)(C(=O)O)c1ccc(Cl)cc1, predict the reactants needed to synthesize it. The reactants are: CCOC(=O)C(C)(O)c1ccc(Cl)cc1. (2) Given the product COC(=O)CCCCCN(C)CC(=O)OC(C)(C)C, predict the reactants needed to synthesize it. The reactants are: CNCC(=O)OC(C)(C)C.COC(=O)CCCCCBr. (3) Given the product OC1C[N+]2(c3nc(Oc4ccccc4)nc(Oc4ccccc4)n3)CCC1CC2, predict the reactants needed to synthesize it. The reactants are: Clc1nc(Oc2ccccc2)nc(Oc2ccccc2)n1.OC1CN2CCC1CC2. (4) Given the product OCCOc1cccc(C=NNc2ncnc3c2cnn3-c2ccccc2)c1, predict the reactants needed to synthesize it. The reactants are: C(=NNc1ncnc2c1cnn2-c1ccccc1)c1ccncc1.O=Cc1cccc(OCCO)c1. (5) Given the product N#Cc1ccc(-c2c(F)cc(CCC3OCCO3)cc2F)cc1, predict the reactants needed to synthesize it. The reactants are: N#Cc1ccc(Br)cc1.OB(O)c1c(F)cc(CCC2OCCO2)cc1F. (6) The reactants are: CI.COC(=O)Cc1ccc(O)c(Br)c1. Given the product COC(=O)Cc1ccc(OC)c(Br)c1, predict the reactants needed to synthesize it. (7) Given the product Cc1ccnc(/C=C/c2n[nH]c3cc(Nc4ccccc4C(=O)NCC#CCO)ccc23)c1, predict the reactants needed to synthesize it. The reactants are: Cc1ccnc(C=Cc2nn(C3CCCCO3)c3cc(Nc4ccccc4C(=O)NCC#CCO)ccc23)c1.